From a dataset of Reaction yield outcomes from USPTO patents with 853,638 reactions. Predict the reaction yield, written as a fraction of the theoretical maximum amount of product (1.0 means a 100% yield; for example, 0.34 means a 34% yield). (1) The reactants are [Cl:1][C:2]1[CH:7]=[CH:6][C:5]([C:8]2([C:11]3[CH:16]=[CH:15][C:14]([I:17])=[CH:13][CH:12]=3)[CH2:10][O:9]2)=[CH:4][CH:3]=1.[C:18]1(=[O:28])[NH:22][C:21](=[O:23])[C:20]2=[CH:24][CH:25]=[CH:26][CH:27]=[C:19]12.[K]. The catalyst is C1COCC1.CS(C)=O. The product is [Cl:1][C:2]1[CH:7]=[CH:6][C:5]([C:8]([OH:9])([C:11]2[CH:16]=[CH:15][C:14]([I:17])=[CH:13][CH:12]=2)[CH2:10][N:22]2[C:18](=[O:28])[C:19]3[C:20](=[CH:24][CH:25]=[CH:26][CH:27]=3)[C:21]2=[O:23])=[CH:4][CH:3]=1. The yield is 0.340. (2) The reactants are C(O[C:6]([N:8](C)[CH:9]([CH2:14][C:15]1[CH:20]=[CH:19][CH:18]=[CH:17][N:16]=1)[C:10]([O:12][CH3:13])=[O:11])=O)(C)(C)C.[F:22][C:23]([F:28])([F:27])[C:24]([OH:26])=[O:25]. The catalyst is ClCCl. The product is [F:22][C:23]([F:28])([F:27])[C:24]([O-:26])=[O:25].[F:22][C:23]([F:28])([F:27])[C:24]([O-:26])=[O:25].[CH3:13][O:12][C:10](=[O:11])[CH:9]([NH2+:8][CH3:6])[CH2:14][C:15]1[CH:20]=[CH:19][CH:18]=[CH:17][NH+:16]=1. The yield is 1.00. (3) The reactants are [F:1][C:2]([F:17])([F:16])[C:3]1[CH:4]=[C:5]([CH:13]=[CH:14][CH:15]=1)[NH:6][C:7](=[O:12])[C:8]([CH3:11])([CH3:10])[CH3:9].C([Li])CCC.CCCCCC.[C:29](=[O:31])=[O:30].C(=O)([O-])O.[Na+]. The catalyst is O1CCCC1. The product is [C:7]([NH:6][C:5]1[CH:13]=[CH:14][CH:15]=[C:3]([C:2]([F:16])([F:17])[F:1])[C:4]=1[C:29]([OH:31])=[O:30])(=[O:12])[C:8]([CH3:11])([CH3:10])[CH3:9]. The yield is 0.710. (4) The reactants are [OH:1][C:2]1[CH:3]=[C:4]2[C:9](=[CH:10][CH:11]=1)[C:8](=[O:12])[CH2:7][CH2:6][CH2:5]2.[O:13]1[CH2:18][CH2:17][CH:16]([CH2:19]O)[CH2:15][CH2:14]1.C1(P(C2C=CC=CC=2)C2C=CC=CC=2)C=CC=CC=1.CCOC(/N=N/C(OCC)=O)=O. The catalyst is C1COCC1. The product is [O:13]1[CH2:18][CH2:17][CH:16]([CH2:19][O:1][C:2]2[CH:3]=[C:4]3[C:9](=[CH:10][CH:11]=2)[C:8](=[O:12])[CH2:7][CH2:6][CH2:5]3)[CH2:15][CH2:14]1. The yield is 1.00.